From a dataset of Merck oncology drug combination screen with 23,052 pairs across 39 cell lines. Regression. Given two drug SMILES strings and cell line genomic features, predict the synergy score measuring deviation from expected non-interaction effect. (1) Drug 2: N#Cc1ccc(Cn2cncc2CN2CCN(c3cccc(Cl)c3)C(=O)C2)cc1. Drug 1: CC(=O)OC1C(=O)C2(C)C(O)CC3OCC3(OC(C)=O)C2C(OC(=O)c2ccccc2)C2(O)CC(OC(=O)C(O)C(NC(=O)c3ccccc3)c3ccccc3)C(C)=C1C2(C)C. Synergy scores: synergy=12.9. Cell line: ZR751. (2) Drug 1: CCC1(O)CC2CN(CCc3c([nH]c4ccccc34)C(C(=O)OC)(c3cc4c(cc3OC)N(C)C3C(O)(C(=O)OC)C(OC(C)=O)C5(CC)C=CCN6CCC43C65)C2)C1. Drug 2: CC1(c2nc3c(C(N)=O)cccc3[nH]2)CCCN1. Cell line: SKMEL30. Synergy scores: synergy=-16.2. (3) Cell line: NCIH460. Drug 2: O=C(O)C1(Cc2cccc(Nc3nccs3)n2)CCC(Oc2cccc(Cl)c2F)CC1. Drug 1: N.N.O=C(O)C1(C(=O)O)CCC1.[Pt]. Synergy scores: synergy=-17.5. (4) Drug 1: O=c1[nH]cc(F)c(=O)[nH]1. Drug 2: Cc1nc(Nc2ncc(C(=O)Nc3c(C)cccc3Cl)s2)cc(N2CCN(CCO)CC2)n1. Cell line: SKOV3. Synergy scores: synergy=1.30. (5) Drug 1: CC(=O)OC1C(=O)C2(C)C(O)CC3OCC3(OC(C)=O)C2C(OC(=O)c2ccccc2)C2(O)CC(OC(=O)C(O)C(NC(=O)c3ccccc3)c3ccccc3)C(C)=C1C2(C)C. Drug 2: C=CCn1c(=O)c2cnc(Nc3ccc(N4CCN(C)CC4)cc3)nc2n1-c1cccc(C(C)(C)O)n1. Cell line: SKMEL30. Synergy scores: synergy=16.1. (6) Drug 1: N.N.O=C(O)C1(C(=O)O)CCC1.[Pt]. Drug 2: C=CCn1c(=O)c2cnc(Nc3ccc(N4CCN(C)CC4)cc3)nc2n1-c1cccc(C(C)(C)O)n1. Cell line: CAOV3. Synergy scores: synergy=4.21. (7) Drug 1: CCC1(O)CC2CN(CCc3c([nH]c4ccccc34)C(C(=O)OC)(c3cc4c(cc3OC)N(C)C3C(O)(C(=O)OC)C(OC(C)=O)C5(CC)C=CCN6CCC43C65)C2)C1. Drug 2: NC(=O)c1cccc2cn(-c3ccc(C4CCCNC4)cc3)nc12. Cell line: COLO320DM. Synergy scores: synergy=11.7.